This data is from Reaction yield outcomes from USPTO patents with 853,638 reactions. The task is: Predict the reaction yield, written as a fraction of the theoretical maximum amount of product (1.0 means a 100% yield; for example, 0.34 means a 34% yield). (1) The reactants are CCN=C=NCCCN(C)C.Cl.Cl.[CH3:14][O:15][C:16](=[O:27])[C@H:17]([CH2:19][C:20]1[CH:25]=[CH:24][C:23]([OH:26])=[CH:22][CH:21]=1)[NH2:18].[Cl:28][C:29]1[N:37]=[CH:36][CH:35]=[CH:34][C:30]=1[C:31](O)=[O:32].C1C=CC2N(O)N=NC=2C=1.CN1CCOCC1. The catalyst is CN(C=O)C. The product is [CH3:14][O:15][C:16](=[O:27])[C@H:17]([CH2:19][C:20]1[CH:21]=[CH:22][C:23]([OH:26])=[CH:24][CH:25]=1)[NH:18][C:31](=[O:32])[C:30]1[CH:34]=[CH:35][CH:36]=[N:37][C:29]=1[Cl:28]. The yield is 0.0980. (2) The reactants are [Br:1][C:2]1[CH:13]=[CH:12][C:5]2[O:6][CH2:7][CH2:8][CH2:9][C:10](=[O:11])[C:4]=2[CH:3]=1.C(N(CC)CC)C.[C:21]([Si:25]([CH3:34])([CH3:33])S(C(F)(F)F)(=O)=O)([CH3:24])([CH3:23])[CH3:22]. The catalyst is C(Cl)Cl. The product is [Br:1][C:2]1[CH:13]=[CH:12][C:5]2[O:6][CH2:7][CH2:8][CH:9]=[C:10]([O:11][Si:25]([C:21]([CH3:24])([CH3:23])[CH3:22])([CH3:34])[CH3:33])[C:4]=2[CH:3]=1. The yield is 0.810. (3) The yield is 0.950. The reactants are Cl.NO.[OH-].[K+].[C:6]([C:10]1[CH:11]=[C:12](/[CH:20]=[CH:21]/[C:22]2[CH:23]=[C:24]([CH:27]=[C:28](/[CH:30]=[CH:31]/[C:32]3[CH:37]=[C:36]([C:38]([CH3:41])([CH3:40])[CH3:39])[CH:35]=[C:34]([C:42]([CH3:45])([CH3:44])[CH3:43])[CH:33]=3)[CH:29]=2)[CH2:25][OH:26])[CH:13]=[C:14]([C:16]([CH3:19])([CH3:18])[CH3:17])[CH:15]=1)([CH3:9])([CH3:8])[CH3:7].O. The product is [C:38]([C:36]1[CH:37]=[C:32]([CH2:31][CH2:30][C:28]2[CH:27]=[C:24]([CH:23]=[C:22]([CH2:21][CH2:20][C:12]3[CH:13]=[C:14]([C:16]([CH3:19])([CH3:18])[CH3:17])[CH:15]=[C:10]([C:6]([CH3:9])([CH3:8])[CH3:7])[CH:11]=3)[CH:29]=2)[CH2:25][OH:26])[CH:33]=[C:34]([C:42]([CH3:43])([CH3:44])[CH3:45])[CH:35]=1)([CH3:39])([CH3:40])[CH3:41]. The catalyst is CN(C)C=O. (4) The reactants are Br[C:2]1[CH:7]=[CH:6][C:5]([CH2:8][C:9]([NH:11][C:12]2[CH:17]=[CH:16][C:15]([CH2:18][N:19]3[CH2:24][CH2:23][N:22]([CH2:25][CH3:26])[CH2:21][CH2:20]3)=[C:14]([C:27]([F:30])([F:29])[F:28])[CH:13]=2)=[O:10])=[C:4]([F:31])[CH:3]=1.[CH2:32]([O:34][C:35]1[C:36]([O:50][CH2:51][C:52]2[CH:57]=[CH:56][C:55]([O:58][CH3:59])=[CH:54][CH:53]=2)=[N:37][CH:38]=[C:39](B2OC(C)(C)C(C)(C)O2)[CH:40]=1)[CH3:33].C([O-])([O-])=O.[Cs+].[Cs+]. The catalyst is O1CCOCC1.O.C1C=CC(P(C2C=CC=CC=2)[C-]2C=CC=C2)=CC=1.C1C=CC(P(C2C=CC=CC=2)[C-]2C=CC=C2)=CC=1.Cl[Pd]Cl.[Fe+2]. The product is [CH2:32]([O:34][C:35]1[CH:40]=[C:39]([C:2]2[CH:7]=[CH:6][C:5]([CH2:8][C:9]([NH:11][C:12]3[CH:17]=[CH:16][C:15]([CH2:18][N:19]4[CH2:20][CH2:21][N:22]([CH2:25][CH3:26])[CH2:23][CH2:24]4)=[C:14]([C:27]([F:30])([F:28])[F:29])[CH:13]=3)=[O:10])=[C:4]([F:31])[CH:3]=2)[CH:38]=[N:37][C:36]=1[O:50][CH2:51][C:52]1[CH:53]=[CH:54][C:55]([O:58][CH3:59])=[CH:56][CH:57]=1)[CH3:33]. The yield is 0.724. (5) The reactants are [Na].[C:2]([C:6]1[C:7](Cl)=[N:8][C:9](Cl)=[N:10][C:11]=1[Cl:12])([CH3:5])([CH3:4])[CH3:3].[CH2:15]([OH:22])[C:16]1[CH:21]=[CH:20][CH:19]=[CH:18][CH:17]=1. No catalyst specified. The product is [CH2:15]([O:22][C:9]1[N:8]=[C:7]([O:22][CH2:15][C:16]2[CH:21]=[CH:20][CH:19]=[CH:18][CH:17]=2)[C:6]([C:2]([CH3:5])([CH3:4])[CH3:3])=[C:11]([Cl:12])[N:10]=1)[C:16]1[CH:21]=[CH:20][CH:19]=[CH:18][CH:17]=1. The yield is 0.900.